This data is from Full USPTO retrosynthesis dataset with 1.9M reactions from patents (1976-2016). The task is: Predict the reactants needed to synthesize the given product. (1) Given the product [O:48]1[C:49]2[CH:55]=[CH:54][CH:53]=[CH:52][C:50]=2[N:51]=[C:47]1[NH:46][C:35](=[O:37])[CH:34]([C:38]1[CH:43]=[CH:42][C:41]([Cl:44])=[C:40]([Cl:45])[CH:39]=1)[CH2:33][CH:28]1[CH2:29][CH2:30][CH2:31][CH2:32]1, predict the reactants needed to synthesize it. The reactants are: C1(P(C2C=CC=CC=2)C2C=CC=CC=2)C=CC=CC=1.BrN1C(=O)CCC1=O.[CH:28]1([CH2:33][CH:34]([C:38]2[CH:43]=[CH:42][C:41]([Cl:44])=[C:40]([Cl:45])[CH:39]=2)[C:35]([OH:37])=O)[CH2:32][CH2:31][CH2:30][CH2:29]1.[NH2:46][C:47]1[O:48][C:49]2[CH:55]=[CH:54][CH:53]=[CH:52][C:50]=2[N:51]=1.N1C=CC=CC=1. (2) Given the product [C:19]([CH2:21][CH2:22][CH2:23][CH2:24][CH2:25][CH2:26][N:27]1[C@@H:31](/[CH:32]=[CH:9]/[C:8](=[O:16])[CH2:7][C:1]2[CH:2]=[CH:3][CH:4]=[CH:5][CH:6]=2)[CH2:30][N:29]([C:34]([O:36][CH2:37][C:38]2[CH:39]=[CH:40][CH:41]=[CH:42][CH:43]=2)=[O:35])[C:28]1=[O:44])#[N:20], predict the reactants needed to synthesize it. The reactants are: [C:1]1([CH2:7][C:8](=[O:16])[CH2:9]P(=O)(OC)OC)[CH:6]=[CH:5][CH:4]=[CH:3][CH:2]=1.[H-].[Na+].[C:19]([CH2:21][CH2:22][CH2:23][CH2:24][CH2:25][CH2:26][N:27]1[C@@H:31]([CH:32]=O)[CH2:30][N:29]([C:34]([O:36][CH2:37][C:38]2[CH:43]=[CH:42][CH:41]=[CH:40][CH:39]=2)=[O:35])[C:28]1=[O:44])#[N:20].[Cl-].[NH4+]. (3) Given the product [C:14]([CH2:13][C@@H:12]([NH:11][C@@H:8]([C:5]1[C:4]([F:18])=[C:3]([C:19]([C:21]2[CH:26]=[CH:25][C:35]([C:33]([OH:32])=[O:34])=[CH:23][CH:22]=2)=[O:20])[C:2]([Cl:1])=[CH:7][CH:6]=1)[CH2:9][CH3:10])[CH3:17])(=[O:15])[NH2:16], predict the reactants needed to synthesize it. The reactants are: [Cl:1][C:2]1[CH:7]=[CH:6][C:5]([C@H:8]([NH:11][C@@H:12]([CH3:17])[CH2:13][C:14]([NH2:16])=[O:15])[CH2:9][CH3:10])=[C:4]([F:18])[C:3]=1[C:19]([C:21]1[CH:26]=[CH:25]C(C#N)=[CH:23][CH:22]=1)=[O:20].Cl.CC[O:32][C:33]([CH3:35])=[O:34]. (4) Given the product [CH:24]1([N:8]2[C:9]3[C:14](=[CH:13][C:12]([F:17])=[C:11]([N:18]4[CH2:22][CH2:21][CH2:20][CH2:19]4)[C:10]=3[F:23])[C:15](=[O:16])[N:6]([OH:5])[C:7]2=[O:27])[CH2:26][CH2:25]1, predict the reactants needed to synthesize it. The reactants are: C([O:5][N:6]1[C:15](=[O:16])[C:14]2[C:9](=[C:10]([F:23])[C:11]([N:18]3[CH2:22][CH2:21][CH2:20][CH2:19]3)=[C:12]([F:17])[CH:13]=2)[N:8]([CH:24]2[CH2:26][CH2:25]2)[C:7]1=[O:27])(C)(C)C. (5) Given the product [C:1]([CH2:21][C@@H:11]1[CH2:10][C@@H:9]([CH2:8][C:7]2[CH:27]=[CH:28][C:29]([Cl:30])=[C:5]([Cl:4])[CH:6]=2)[CH2:13][N:12]1[C:14]([O:16][C:17]([CH3:20])([CH3:19])[CH3:18])=[O:15])#[N:2], predict the reactants needed to synthesize it. The reactants are: [C-:1]#[N:2].[Na+].[Cl:4][C:5]1[CH:6]=[C:7]([CH:27]=[CH:28][C:29]=1[Cl:30])[CH2:8][C@H:9]1[CH2:13][N:12]([C:14]([O:16][C:17]([CH3:20])([CH3:19])[CH3:18])=[O:15])[C@H:11]([CH2:21]OS(C)(=O)=O)[CH2:10]1.CCOC(C)=O.C([O-])([O-])=O.[Na+].[Na+]. (6) Given the product [CH2:1]([C:3]1[CH:29]=[CH:28][CH:27]=[CH:26][C:4]=1[CH2:5][O:6][C:7]1[CH:11]=[C:10]([N:12]2[C:20]3[CH:19]=[C:18]([CH2:21][S:31]([CH3:30])(=[O:33])=[O:32])[N:17]=[CH:16][C:15]=3[N:14]=[CH:13]2)[S:9][C:8]=1[C:23]([NH2:25])=[O:24])[CH3:2], predict the reactants needed to synthesize it. The reactants are: [CH2:1]([C:3]1[CH:29]=[CH:28][CH:27]=[CH:26][C:4]=1[CH2:5][O:6][C:7]1[CH:11]=[C:10]([N:12]2[C:20]3[CH:19]=[C:18]([CH2:21]O)[N:17]=[CH:16][C:15]=3[N:14]=[CH:13]2)[S:9][C:8]=1[C:23]([NH2:25])=[O:24])[CH3:2].[CH3:30][S:31](Cl)(=[O:33])=[O:32].C(N(CC)CC)C. (7) The reactants are: Br[C:2]1[CH:3]=[CH:4][C:5]2[O:9][C:8]([CH:10]([NH:17][C:18]3[CH:23]=[CH:22][C:21]([C:24]([N:26]([CH3:34])[CH2:27][CH2:28][C:29]([O:31][CH2:32][CH3:33])=[O:30])=[O:25])=[CH:20][CH:19]=3)[CH:11]3[CH2:16][CH2:15][CH2:14][CH2:13][CH2:12]3)=[C:7]([CH3:35])[C:6]=2[CH:36]=1.[CH3:37][N:38]1[CH:42]=[C:41](B2OC(C)(C)C(C)(C)O2)[CH:40]=[N:39]1.C(=O)([O-])[O-].[K+].[K+]. Given the product [CH:11]1([CH:10]([NH:17][C:18]2[CH:19]=[CH:20][C:21]([C:24]([N:26]([CH3:34])[CH2:27][CH2:28][C:29]([O:31][CH2:32][CH3:33])=[O:30])=[O:25])=[CH:22][CH:23]=2)[C:8]2[O:9][C:5]3[CH:4]=[CH:3][C:2]([C:41]4[CH:40]=[N:39][N:38]([CH3:37])[CH:42]=4)=[CH:36][C:6]=3[C:7]=2[CH3:35])[CH2:16][CH2:15][CH2:14][CH2:13][CH2:12]1, predict the reactants needed to synthesize it.